Dataset: Full USPTO retrosynthesis dataset with 1.9M reactions from patents (1976-2016). Task: Predict the reactants needed to synthesize the given product. (1) Given the product [NH2:21][C:18]1[CH:19]=[CH:20][C:15]([S:12](=[O:13])(=[O:14])[NH:11][C:8]2[CH:9]=[CH:10][C:5]3[CH2:4][O:3][B:2]([OH:1])[C:6]=3[CH:7]=2)=[C:16]([CH2:28][C:29]([O:31][CH2:32][CH3:33])=[O:30])[CH:17]=1, predict the reactants needed to synthesize it. The reactants are: [OH:1][B:2]1[C:6]2[CH:7]=[C:8]([NH:11][S:12]([C:15]3[CH:20]=[CH:19][C:18]([NH:21]C(=O)C(F)(F)F)=[CH:17][C:16]=3[CH2:28][C:29]([O:31][CH2:32][CH3:33])=[O:30])(=[O:14])=[O:13])[CH:9]=[CH:10][C:5]=2[CH2:4][O:3]1.N. (2) Given the product [C:31]([O:35][C:36]([N:38]1[CH2:43][CH2:42][O:41][C@H:40]([C:44]2[CH:49]=[CH:48][C:47]([NH:50][C:9]([C:6]3[CH:5]=[N:4][C:3]([C:2]([F:1])([F:13])[F:12])=[CH:8][N:7]=3)=[O:11])=[CH:46][C:45]=2[F:51])[CH2:39]1)=[O:37])([CH3:34])([CH3:32])[CH3:33], predict the reactants needed to synthesize it. The reactants are: [F:1][C:2]([F:13])([F:12])[C:3]1[N:4]=[CH:5][C:6]([C:9]([OH:11])=O)=[N:7][CH:8]=1.ClC(N(C)C)=C(C)C.C(N(C(C)C)C(C)C)C.[C:31]([O:35][C:36]([N:38]1[CH2:43][CH2:42][O:41][C@H:40]([C:44]2[CH:49]=[CH:48][C:47]([NH2:50])=[CH:46][C:45]=2[F:51])[CH2:39]1)=[O:37])([CH3:34])([CH3:33])[CH3:32].